Dataset: Full USPTO retrosynthesis dataset with 1.9M reactions from patents (1976-2016). Task: Predict the reactants needed to synthesize the given product. (1) Given the product [CH2:16]([NH:17][C:8]([C@@H:6]1[CH2:7][C@H:2]([CH3:1])[CH2:3][CH2:4][C@H:5]1[C:11]([CH3:13])=[CH2:12])=[O:10])[CH3:21], predict the reactants needed to synthesize it. The reactants are: [CH3:1][C@H:2]1[CH2:7][C@@H:6]([C:8]([OH:10])=O)[C@H:5]([C:11]([CH3:13])=[CH2:12])[CH2:4][CH2:3]1.[I-].Cl[C:16]1[CH:21]=CC=C[N+:17]=1C.C(N)C.C(N(CC)CC)C. (2) Given the product [CH2:1]([C:3]1[C:8]([C:9]2[S:10][C:11]([C:14]3[CH:19]=[CH:18][C:17]([O:20][CH:21]([CH3:22])[CH3:23])=[C:16]([C:24]([F:26])([F:27])[F:25])[CH:15]=3)=[N:12][N:13]=2)=[CH:7][CH:6]=[CH:5][C:4]=1[CH2:28][CH2:29][N:31]1[CH2:34][CH:33]([C:35]([O:37][CH3:38])=[O:36])[CH2:32]1)[CH3:2], predict the reactants needed to synthesize it. The reactants are: [CH2:1]([C:3]1[C:8]([C:9]2[S:10][C:11]([C:14]3[CH:19]=[CH:18][C:17]([O:20][CH:21]([CH3:23])[CH3:22])=[C:16]([C:24]([F:27])([F:26])[F:25])[CH:15]=3)=[N:12][N:13]=2)=[CH:7][CH:6]=[CH:5][C:4]=1[CH2:28][CH:29]=O)[CH3:2].[NH:31]1[CH2:34][CH:33]([C:35]([O:37][CH3:38])=[O:36])[CH2:32]1.C([O-])(=O)C.[Na+].C(O[BH-](OC(=O)C)OC(=O)C)(=O)C.[Na+]. (3) Given the product [Cl:19][C:6]1[CH:7]=[C:8]([NH:11][S:12]([C:15]([F:18])([F:17])[F:16])(=[O:14])=[O:13])[CH:9]=[CH:10][C:5]=1[C:3]1[N:31]=[C:30]([C:28]2[CH:27]=[CH:26][N:25]=[C:24]([CH2:20][CH:21]([CH3:23])[CH3:22])[CH:29]=2)[S:32][CH:2]=1, predict the reactants needed to synthesize it. The reactants are: Br[CH2:2][C:3]([C:5]1[CH:10]=[CH:9][C:8]([NH:11][S:12]([C:15]([F:18])([F:17])[F:16])(=[O:14])=[O:13])=[CH:7][C:6]=1[Cl:19])=O.[CH2:20]([C:24]1[CH:29]=[C:28]([C:30](=[S:32])[NH2:31])[CH:27]=[CH:26][N:25]=1)[CH:21]([CH3:23])[CH3:22]. (4) Given the product [N:5]1[CH:6]=[CH:7][N:8]=[CH:9][C:4]=1[C:3]1[CH:12]=[C:11]([C:13]2[CH:20]=[CH:19][C:16]([C:17]#[N:18])=[CH:15][CH:14]=2)[O:1][N:2]=1, predict the reactants needed to synthesize it. The reactants are: [OH:1][N:2]=[C:3](Cl)[C:4]1[CH:9]=[N:8][CH:7]=[CH:6][N:5]=1.[C:11]([C:13]1[CH:20]=[CH:19][C:16]([C:17]#[N:18])=[CH:15][CH:14]=1)#[CH:12].N. (5) Given the product [C:1]([C@H:5]1[CH2:10][CH2:9][C@H:8]([O:11][C:12]2[CH:17]=[CH:16][C:15]([N:18]3[CH:22]=[C:21]([CH2:23][N:24]4[CH2:25][CH2:26][CH:27]([C:30]([OH:32])=[O:31])[CH2:28][CH2:29]4)[N:20]=[N:19]3)=[CH:14][CH:13]=2)[CH2:7][CH2:6]1)([CH3:4])([CH3:2])[CH3:3], predict the reactants needed to synthesize it. The reactants are: [C:1]([C@H:5]1[CH2:10][CH2:9][C@H:8]([O:11][C:12]2[CH:17]=[CH:16][C:15]([N:18]3[CH:22]=[C:21]([CH2:23][N:24]4[CH2:29][CH2:28][CH:27]([C:30]([O:32]CC)=[O:31])[CH2:26][CH2:25]4)[N:20]=[N:19]3)=[CH:14][CH:13]=2)[CH2:7][CH2:6]1)([CH3:4])([CH3:3])[CH3:2].O[Li].O.Cl. (6) Given the product [C:25]([Si:12]([O:1][CH:2]1[CH2:6][CH:5]=[CH:4][CH2:3]1)([C:19]1[CH:24]=[CH:23][CH:22]=[CH:21][CH:20]=1)[C:13]1[CH:14]=[CH:15][CH:16]=[CH:17][CH:18]=1)([CH3:28])([CH3:26])[CH3:27], predict the reactants needed to synthesize it. The reactants are: [OH:1][CH:2]1[CH2:6][CH:5]=[CH:4][CH2:3]1.N1C=CN=C1.[Si:12](Cl)([C:25]([CH3:28])([CH3:27])[CH3:26])([C:19]1[CH:24]=[CH:23][CH:22]=[CH:21][CH:20]=1)[C:13]1[CH:18]=[CH:17][CH:16]=[CH:15][CH:14]=1. (7) The reactants are: [N:1]1[C:10]2[C:5](=[CH:6][CH:7]=[CH:8][C:9]=2[S:11](Cl)(=[O:13])=[O:12])[CH:4]=[CH:3][CH:2]=1.N[C:16]1[CH:22]=[CH:21][C:20](N2CCN(C)CC2)=[CH:19][C:17]=1N.[N:30]1C=CC=CC=1. Given the product [C:16]1([C:2]2[CH:3]=[CH:4][C:5]3[C:10](=[C:9]([S:11]([NH2:30])(=[O:13])=[O:12])[CH:8]=[CH:7][CH:6]=3)[N:1]=2)[CH:22]=[CH:21][CH:20]=[CH:19][CH:17]=1, predict the reactants needed to synthesize it.